From a dataset of Forward reaction prediction with 1.9M reactions from USPTO patents (1976-2016). Predict the product of the given reaction. (1) Given the reactants [CH3:1][O:2][C:3](=[O:31])[CH2:4][O:5][C:6]1[CH:15]=[CH:14][C:13]([F:16])=[C:12]2[C:7]=1[C:8]([O:27][CH:28]([F:30])[F:29])=[C:9]([CH2:19][C:20]1[CH:25]=[CH:24][C:23]([NH2:26])=[CH:22][CH:21]=1)[C:10]([CH2:17][CH3:18])=[N:11]2.N1C=CC=CC=1.[CH2:38]([S:40](Cl)(=[O:42])=[O:41])[CH3:39].C(O)(=O)C, predict the reaction product. The product is: [CH3:1][O:2][C:3](=[O:31])[CH2:4][O:5][C:6]1[CH:15]=[CH:14][C:13]([F:16])=[C:12]2[C:7]=1[C:8]([O:27][CH:28]([F:29])[F:30])=[C:9]([CH2:19][C:20]1[CH:21]=[CH:22][C:23]([NH:26][S:40]([CH2:38][CH3:39])(=[O:42])=[O:41])=[CH:24][CH:25]=1)[C:10]([CH2:17][CH3:18])=[N:11]2. (2) Given the reactants Br[CH2:2][CH2:3][CH2:4][N:5]([CH3:14])[C:6]1[CH:11]=[CH:10][CH:9]=[C:8]([O:12][CH3:13])[CH:7]=1.[N-:15]=[N+:16]=[N-:17].[Na+], predict the reaction product. The product is: [N:15]([CH2:2][CH2:3][CH2:4][N:5]([CH3:14])[C:6]1[CH:11]=[CH:10][CH:9]=[C:8]([O:12][CH3:13])[CH:7]=1)=[N+:16]=[N-:17]. (3) Given the reactants [Br:1][C:2]1[CH:3]=[CH:4][C:5]([F:22])=[C:6]([C@:8]([NH:15][S@@](C(C)(C)C)=O)([CH3:14])[CH2:9][C:10]2([OH:13])[CH2:12][CH2:11]2)[CH:7]=1.Cl, predict the reaction product. The product is: [NH2:15][C@@:8]([C:6]1[CH:7]=[C:2]([Br:1])[CH:3]=[CH:4][C:5]=1[F:22])([CH3:14])[CH2:9][C:10]1([OH:13])[CH2:12][CH2:11]1. (4) Given the reactants CC([N+]1(C)[C@@H]2[CH2:9][C@@H:10]([O:12][C:13]([CH:15](C3C=CC=CC=3)[CH2:16][OH:17])=[O:14])C[C@H]1CC2)C.[OH2:25].[Br-], predict the reaction product. The product is: [CH2:10]([OH:12])[CH3:9].[OH:17][CH2:16][CH:15]([CH2:13][OH:14])[OH:25]. (5) Given the reactants Br[CH2:2][C:3]([N:5]1[CH2:14][CH2:13][C:12]2[C:7](=[CH:8][CH:9]=[C:10]([C:16]3[N:20]=[C:19]([C:21]4[CH:26]=[CH:25][C:24]([O:27][CH:28]([CH3:30])[CH3:29])=[C:23]([Cl:31])[CH:22]=4)[O:18][N:17]=3)[C:11]=2[CH3:15])[CH2:6]1)=[O:4].C(=O)([O-])[O-].[K+].[K+].[CH2:38]([CH2:40][NH2:41])[OH:39], predict the reaction product. The product is: [ClH:31].[Cl:31][C:23]1[CH:22]=[C:21]([C:19]2[O:18][N:17]=[C:16]([C:10]3[C:11]([CH3:15])=[C:12]4[C:7](=[CH:8][CH:9]=3)[CH2:6][N:5]([C:3](=[O:4])[CH2:2][NH:41][CH2:40][CH2:38][OH:39])[CH2:14][CH2:13]4)[N:20]=2)[CH:26]=[CH:25][C:24]=1[O:27][CH:28]([CH3:29])[CH3:30]. (6) Given the reactants S(O[CH2:12][CH:13]1[CH2:18][CH2:17][N:16]([C:19]([O:21][C:22]([CH3:25])([CH3:24])[CH3:23])=[O:20])[CH2:15][CH2:14]1)(C1C=CC(C)=CC=1)(=O)=O.BrCC1CCCCO1.[NH:34]1[C:42]2[C:37](=[CH:38][CH:39]=[CH:40][CH:41]=2)[C:36]2([C:54]3[C:45](=[CH:46][C:47]4[O:52][CH2:51][CH2:50][O:49][C:48]=4[CH:53]=3)[O:44][CH2:43]2)[C:35]1=[O:55], predict the reaction product. The product is: [O:55]=[C:35]1[C:36]2([C:54]3[C:45](=[CH:46][C:47]4[O:52][CH2:51][CH2:50][O:49][C:48]=4[CH:53]=3)[O:44][CH2:43]2)[C:37]2[C:42](=[CH:41][CH:40]=[CH:39][CH:38]=2)[N:34]1[CH2:12][CH:13]1[CH2:14][CH2:15][N:16]([C:19]([O:21][C:22]([CH3:23])([CH3:24])[CH3:25])=[O:20])[CH2:17][CH2:18]1. (7) Given the reactants [Br:1][C:2]1[CH:7]=[C:6]([CH3:8])[C:5]([CH3:9])=[CH:4][C:3]=1[CH3:10].[C:11](Cl)(=[O:13])[CH3:12].[Cl-].[Al+3].[Cl-].[Cl-].O, predict the reaction product. The product is: [Br:1][C:2]1[C:3]([CH3:10])=[CH:4][C:5]([CH3:9])=[C:6]([CH3:8])[C:7]=1[C:11](=[O:13])[CH3:12].